This data is from Experimental lipophilicity measurements (octanol/water distribution) for 4,200 compounds from AstraZeneca. The task is: Regression/Classification. Given a drug SMILES string, predict its absorption, distribution, metabolism, or excretion properties. Task type varies by dataset: regression for continuous measurements (e.g., permeability, clearance, half-life) or binary classification for categorical outcomes (e.g., BBB penetration, CYP inhibition). For this dataset (lipophilicity_astrazeneca), we predict Y. The molecule is CC(=O)c1ccc(N2CCN(S(=O)(=O)C[C@]34CC[C@H](CC3=O)C4(C)C)CC2)nc1. The Y is 2.21 logD.